Dataset: Full USPTO retrosynthesis dataset with 1.9M reactions from patents (1976-2016). Task: Predict the reactants needed to synthesize the given product. (1) Given the product [NH2:1][CH:4]([C:8]1[CH:9]=[N:10][C:11]([C:14]([F:17])([F:15])[F:16])=[CH:12][CH:13]=1)[CH2:5][CH2:6][OH:7], predict the reactants needed to synthesize it. The reactants are: [N:1]([CH:4]([C:8]1[CH:9]=[N:10][C:11]([C:14]([F:17])([F:16])[F:15])=[CH:12][CH:13]=1)[CH2:5][CH2:6][OH:7])=[N+]=[N-]. (2) Given the product [F:1][C:2]1[CH:7]=[CH:6][C:5]([NH:8][C:9]2[CH:14]=[CH:13][C:12]([C:15]([C:17]3[CH:22]=[C:21]([OH:23])[CH:20]=[CH:19][C:18]=3[CH3:33])=[O:16])=[C:11]([N+:34]([O-:36])=[O:35])[CH:10]=2)=[C:4]([CH3:37])[CH:3]=1, predict the reactants needed to synthesize it. The reactants are: [F:1][C:2]1[CH:7]=[CH:6][C:5]([NH:8][C:9]2[CH:14]=[CH:13][C:12]([C:15]([C:17]3[CH:22]=[C:21]([O:23]CC4C=CC(OC)=CC=4)[CH:20]=[CH:19][C:18]=3[CH3:33])=[O:16])=[C:11]([N+:34]([O-:36])=[O:35])[CH:10]=2)=[C:4]([CH3:37])[CH:3]=1.C(O)(C(F)(F)F)=O. (3) Given the product [Cl:17][CH:12]([C:9]1[CH:10]=[CH:11][C:6]([N:1]2[CH:5]=[CH:4][N:3]=[CH:2]2)=[CH:7][CH:8]=1)[CH3:13], predict the reactants needed to synthesize it. The reactants are: [N:1]1([C:6]2[CH:11]=[CH:10][C:9]([CH:12](O)[CH3:13])=[CH:8][CH:7]=2)[CH:5]=[CH:4][N:3]=[CH:2]1.S(Cl)([Cl:17])=O. (4) The reactants are: [CH2:1]([OH:3])C.N.C1[CH:10]=[N:9][C:8]2N(O)N=NC=2C=1.ON1[C:20]2[N:21]=[CH:22]C=CC=2N=N1.CO.CO. Given the product [CH3:8][N:9]([CH:1]=[O:3])[CH3:10].[CH3:20][N:21]([CH3:22])[CH:1]=[O:3], predict the reactants needed to synthesize it. (5) The reactants are: [F:1][C:2]1[CH:7]=[CH:6][C:5]([CH2:8][C:9]2[CH:18]=[C:17]3[C:12]([C:13]([OH:26])=[C:14]([C:21](OCC)=[O:22])[C:15](=[O:20])[N:16]3[CH3:19])=[N:11][CH:10]=2)=[CH:4][CH:3]=1.[NH2:27][CH2:28][CH2:29][N:30]1[CH2:34][CH2:33][NH:32][C:31]1=[O:35]. Given the product [F:1][C:2]1[CH:7]=[CH:6][C:5]([CH2:8][C:9]2[CH:18]=[C:17]3[C:12]([C:13]([OH:26])=[C:14]([C:21]([NH:27][CH2:28][CH2:29][N:30]4[CH2:34][CH2:33][NH:32][C:31]4=[O:35])=[O:22])[C:15](=[O:20])[N:16]3[CH3:19])=[N:11][CH:10]=2)=[CH:4][CH:3]=1, predict the reactants needed to synthesize it. (6) Given the product [Br:7][C:8]1[CH:13]=[CH:12][C:11]([CH3:14])=[CH:10][C:9]=1[CH2:15][N:4]1[N:5]=[N:6][C:2]([CH3:1])=[N:3]1, predict the reactants needed to synthesize it. The reactants are: [CH3:1][C:2]1[N:3]=[N:4][NH:5][N:6]=1.[Br:7][C:8]1[CH:13]=[CH:12][C:11]([CH3:14])=[CH:10][C:9]=1[CH2:15]Br.C(=O)([O-])[O-].[K+].[K+].O. (7) Given the product [CH3:1][O:2][C@@H:3]1[CH2:7][CH2:6][N:5]([C:8]([C:10]2[S:18][C:17]3[C:12](=[N:13][CH:14]=[CH:15][C:16]=3[O:19][C:20]3[CH:21]=[CH:22][C:23]4[C:27]([C:28]([OH:30])=[O:29])=[C:26]([CH3:32])[S:25][C:24]=4[CH:33]=3)[CH:11]=2)=[O:9])[CH2:4]1, predict the reactants needed to synthesize it. The reactants are: [CH3:1][O:2][C@@H:3]1[CH2:7][CH2:6][N:5]([C:8]([C:10]2[S:18][C:17]3[C:12](=[N:13][CH:14]=[CH:15][C:16]=3[O:19][C:20]3[CH:21]=[CH:22][C:23]4[C:27]([C:28]([O:30]C)=[O:29])=[C:26]([CH3:32])[S:25][C:24]=4[CH:33]=3)[CH:11]=2)=[O:9])[CH2:4]1.O[Li].O.Cl.